Dataset: Full USPTO retrosynthesis dataset with 1.9M reactions from patents (1976-2016). Task: Predict the reactants needed to synthesize the given product. Given the product [C:31]([O:30][C:28]([NH:27][C@H:26]([C:25]([NH:8][C@H:9]([C:22]([OH:24])=[O:23])[CH2:10][CH2:11][CH2:12][CH2:13][NH:14][C:15]([O:17][C:18]([CH3:21])([CH3:20])[CH3:19])=[O:16])=[O:47])[CH2:35][CH2:36][CH2:37][CH2:38][NH:39][C:40]([O:42][C:43]([CH3:46])([CH3:45])[CH3:44])=[O:41])=[O:29])([CH3:32])([CH3:33])[CH3:34], predict the reactants needed to synthesize it. The reactants are: C([N:8]([C:25](=[O:47])[C@H:26]([CH2:35][CH2:36][CH2:37][CH2:38][NH:39][C:40]([O:42][C:43]([CH3:46])([CH3:45])[CH3:44])=[O:41])[NH:27][C:28]([O:30][C:31]([CH3:34])([CH3:33])[CH3:32])=[O:29])[C@H:9]([C:22]([OH:24])=[O:23])[CH2:10][CH2:11][CH2:12][CH2:13][NH:14][C:15]([O:17][C:18]([CH3:21])([CH3:20])[CH3:19])=[O:16])C1C=CC=CC=1.